From a dataset of CYP2D6 inhibition data for predicting drug metabolism from PubChem BioAssay. Regression/Classification. Given a drug SMILES string, predict its absorption, distribution, metabolism, or excretion properties. Task type varies by dataset: regression for continuous measurements (e.g., permeability, clearance, half-life) or binary classification for categorical outcomes (e.g., BBB penetration, CYP inhibition). Dataset: cyp2d6_veith. The molecule is Cc1ccc(C(C2C(=O)CC(C)(C)CC2=O)C2C(=O)CC(C)(C)CC2=O)s1. The result is 0 (non-inhibitor).